From a dataset of Reaction yield outcomes from USPTO patents with 853,638 reactions. Predict the reaction yield, written as a fraction of the theoretical maximum amount of product (1.0 means a 100% yield; for example, 0.34 means a 34% yield). (1) The reactants are [H-].[Na+].[CH2:3]([C:5]1([CH3:13])[CH2:10][C:9](=[O:11])[CH:8]=[C:7]([OH:12])[CH2:6]1)[CH3:4].[F:14][C:15]([F:26])([F:25])[C:16]1[CH:21]=[CH:20][CH:19]=[C:18]([N:22]=[C:23]=[O:24])[CH:17]=1. The catalyst is C1COCC1. The product is [F:14][C:15]([F:25])([F:26])[C:16]1[CH:17]=[C:18]([NH:22][C:23]([CH:8]2[C:9](=[O:11])[CH2:10][C:5]([CH2:3][CH3:4])([CH3:13])[CH2:6][C:7]2=[O:12])=[O:24])[CH:19]=[CH:20][CH:21]=1. The yield is 0.868. (2) The reactants are C([O-])(=O)C.[Na+].CO[C:8]([C:10]1[C:15](Br)=[CH:14][N:13]=[CH:12][N:11]=1)=[O:9].Cl.[NH2:18][C:19]1[CH:24]=[C:23]([C:25]([O:27][CH3:28])=[O:26])[CH:22]=[CH:21][C:20]=1B(O)O.O. The catalyst is CN(C=O)C.[Cl-].[Na+].O.[Pd](Cl)Cl.C1(P(C2C=CC=CC=2)[C-]2C=CC=C2)C=CC=CC=1.[C-]1(P(C2C=CC=CC=2)C2C=CC=CC=2)C=CC=C1.[Fe+2]. The product is [O:9]=[C:8]1[C:10]2[N:11]=[CH:12][N:13]=[CH:14][C:15]=2[C:20]2[CH:21]=[CH:22][C:23]([C:25]([O:27][CH3:28])=[O:26])=[CH:24][C:19]=2[NH:18]1. The yield is 0.0850. (3) The reactants are [C:1]([O:5][C:6]([NH:8][CH2:9][CH:10]1[CH2:15][CH2:14][CH2:13][CH2:12][N:11]1[C:16]1[N:21]=[C:20](Cl)[C:19]([C:23]([O:25][CH3:26])=[O:24])=[C:18]([NH:27][C:28]2[CH:29]=[C:30]([CH3:34])[CH:31]=[CH:32][CH:33]=2)[N:17]=1)=[O:7])([CH3:4])([CH3:3])[CH3:2].O.[CH3:36][N:37](C=O)C. The catalyst is C1C=CC([P]([Pd]([P](C2C=CC=CC=2)(C2C=CC=CC=2)C2C=CC=CC=2)([P](C2C=CC=CC=2)(C2C=CC=CC=2)C2C=CC=CC=2)[P](C2C=CC=CC=2)(C2C=CC=CC=2)C2C=CC=CC=2)(C2C=CC=CC=2)C2C=CC=CC=2)=CC=1.[C-]#N.[Zn+2].[C-]#N. The product is [C:1]([O:5][C:6]([NH:8][CH2:9][CH:10]1[CH2:15][CH2:14][CH2:13][CH2:12][N:11]1[C:16]1[N:21]=[C:20]([C:36]#[N:37])[C:19]([C:23]([O:25][CH3:26])=[O:24])=[C:18]([NH:27][C:28]2[CH:29]=[C:30]([CH3:34])[CH:31]=[CH:32][CH:33]=2)[N:17]=1)=[O:7])([CH3:4])([CH3:3])[CH3:2]. The yield is 0.800.